Dataset: Reaction yield outcomes from USPTO patents with 853,638 reactions. Task: Predict the reaction yield, written as a fraction of the theoretical maximum amount of product (1.0 means a 100% yield; for example, 0.34 means a 34% yield). The reactants are [NH2:1][C:2]1[C:3]([OH:8])=[N:4][CH:5]=[CH:6][CH:7]=1.[C:9](Cl)([O:11][CH2:12][C:13]1[CH:18]=[CH:17][CH:16]=[CH:15][CH:14]=1)=[O:10].C([O-])([O-])=O.[Na+].[Na+].C(OCC)(=O)C. The catalyst is C(Cl)Cl. The product is [OH:8][C:3]1[C:2]([NH:1][C:9](=[O:10])[O:11][CH2:12][C:13]2[CH:18]=[CH:17][CH:16]=[CH:15][CH:14]=2)=[CH:7][CH:6]=[CH:5][N:4]=1. The yield is 0.900.